From a dataset of Forward reaction prediction with 1.9M reactions from USPTO patents (1976-2016). Predict the product of the given reaction. (1) The product is: [OH:35][CH2:21][C@H:20]([NH:23][C:2]1[N:10]=[C:9]([S:11][CH2:12][C:13]2[CH:18]=[CH:17][CH:16]=[CH:15][CH:14]=2)[N:8]=[C:7]2[C:3]=1[NH:4][C:5](=[O:19])[NH:6]2)[CH3:22]. Given the reactants Cl[C:2]1[N:10]=[C:9]([S:11][CH2:12][C:13]2[CH:18]=[CH:17][CH:16]=[CH:15][CH:14]=2)[N:8]=[C:7]2[C:3]=1[NH:4][C:5](=[O:19])[NH:6]2.[CH:20]([N:23](C(C)C)CC)([CH3:22])[CH3:21].CN1CCCC1=[O:35].Cl, predict the reaction product. (2) Given the reactants [Cl:1][C:2]1[CH:3]=[C:4]([N+:9]([O-])=O)[C:5]([NH2:8])=[N:6][CH:7]=1.[Cl:12][Sn]Cl.[OH-].[Na+], predict the reaction product. The product is: [Cl:1][C:2]1[CH:3]=[C:4]([NH2:9])[C:5]([NH2:8])=[N:6][C:7]=1[Cl:12]. (3) Given the reactants [Cl:1][C:2]1[CH:7]=[CH:6][C:5]([S:8]([CH2:11][C:12]2[CH:17]=[C:16]([F:18])[CH:15]=[CH:14][C:13]=2[F:19])(=[O:10])=[O:9])=[CH:4][CH:3]=1.[Si:20]([O:37][CH2:38][CH2:39][N:40]([CH2:48][CH2:49]O)[C:41](=[O:47])[O:42][C:43]([CH3:46])([CH3:45])[CH3:44])([C:33]([CH3:36])([CH3:35])[CH3:34])([C:27]1[CH:32]=[CH:31][CH:30]=[CH:29][CH:28]=1)[C:21]1[CH:26]=[CH:25][CH:24]=[CH:23][CH:22]=1.C(C=P(CCCC)(CCCC)CCCC)#N.C(OCC)(=O)C, predict the reaction product. The product is: [Si:20]([O:37][CH2:38][CH2:39][N:40]([CH2:48][CH2:49][CH:11]([S:8]([C:5]1[CH:6]=[CH:7][C:2]([Cl:1])=[CH:3][CH:4]=1)(=[O:10])=[O:9])[C:12]1[CH:17]=[C:16]([F:18])[CH:15]=[CH:14][C:13]=1[F:19])[C:41](=[O:47])[O:42][C:43]([CH3:46])([CH3:45])[CH3:44])([C:33]([CH3:34])([CH3:36])[CH3:35])([C:27]1[CH:32]=[CH:31][CH:30]=[CH:29][CH:28]=1)[C:21]1[CH:22]=[CH:23][CH:24]=[CH:25][CH:26]=1.